From a dataset of Catalyst prediction with 721,799 reactions and 888 catalyst types from USPTO. Predict which catalyst facilitates the given reaction. (1) Reactant: FC(F)(F)S(O[C:7]1[CH:8]=[N:9][C:10]2[C:15]([CH:16]=1)=[CH:14][C:13]([O:17][CH2:18][C:19]1[C:24](=[O:25])[CH:23]=[CH:22][N:21]([C:26]3[CH:27]=[N:28][N:29]([CH3:31])[CH:30]=3)[N:20]=1)=[CH:12][CH:11]=2)(=O)=O.[CH3:34][N:35]1[CH:39]=[C:38](B2OC(C)(C)C(C)(C)O2)[CH:37]=[N:36]1.C([O-])([O-])=O.[Cs+].[Cs+]. Product: [CH3:31][N:29]1[CH:30]=[C:26]([N:21]2[CH:22]=[CH:23][C:24](=[O:25])[C:19]([CH2:18][O:17][C:13]3[CH:14]=[C:15]4[C:10](=[CH:11][CH:12]=3)[N:9]=[CH:8][C:7]([C:38]3[CH:37]=[N:36][N:35]([CH3:34])[CH:39]=3)=[CH:16]4)=[N:20]2)[CH:27]=[N:28]1. The catalyst class is: 462. (2) Reactant: [CH:1]1([N:4]([CH:20]2[CH2:25][CH2:24][NH:23][CH2:22][CH2:21]2)[C:5](=[O:19])[C:6]2[CH:11]=[CH:10][C:9]([C@@:12]([OH:18])([CH3:17])[C:13]([F:16])([F:15])[F:14])=[CH:8][CH:7]=2)[CH2:3][CH2:2]1.[C:26](#[N:29])[CH:27]=[CH2:28].CCOC(C)=O. Product: [C:26]([CH2:27][CH2:28][N:23]1[CH2:22][CH2:21][CH:20]([N:4]([CH:1]2[CH2:2][CH2:3]2)[C:5](=[O:19])[C:6]2[CH:11]=[CH:10][C:9]([C@@:12]([OH:18])([CH3:17])[C:13]([F:16])([F:15])[F:14])=[CH:8][CH:7]=2)[CH2:25][CH2:24]1)#[N:29]. The catalyst class is: 1.